From a dataset of Reaction yield outcomes from USPTO patents with 853,638 reactions. Predict the reaction yield, written as a fraction of the theoretical maximum amount of product (1.0 means a 100% yield; for example, 0.34 means a 34% yield). (1) The reactants are CC1C=C(C)NN=1.[CH3:8][C@@H:9]1[C@H:18]2[C:12](=[C:13]([CH3:22])[CH2:14][CH2:15][C@@H:16]([C:19]([CH3:21])=[CH2:20])[CH2:17]2)[CH2:11][CH2:10]1.[OH-:23].[Na+]. The catalyst is ClCCl. The product is [CH3:8][C@@H:9]1[C@H:18]2[C:12](=[C:13]([CH3:22])[CH2:14][CH2:15][C@@H:16]([C:19]([CH3:21])=[CH2:20])[CH2:17]2)[C:11](=[O:23])[CH2:10]1. The yield is 0.0400. (2) The product is [CH3:19][C:16]1[O:15][C:14]([CH:8]([C:9]2([CH3:13])[CH2:10][O:11][CH2:12]2)[NH2:7])=[N:18][N:17]=1. The yield is 0.230. The reactants are CC(S([NH:7][CH:8]([C:14]1[O:15][C:16]([CH3:19])=[N:17][N:18]=1)[C:9]1([CH3:13])[CH2:12][O:11][CH2:10]1)=O)(C)C.Cl.O1CCOCC1. The catalyst is CO. (3) The reactants are N12CCCN=C1CCCCC2.[NH2:12][CH2:13][C:14]1[CH:22]=[CH:21][CH:20]=[C:19]2[C:15]=1[C:16](=[O:32])[N:17]([CH:24]1[CH2:29][CH2:28][C:27](=[O:30])[NH:26][C:25]1=[O:31])[C:18]2=[O:23].[CH2:33]([O:35][C:36](=[O:45])[CH2:37][CH2:38][CH2:39][CH2:40][CH2:41][C:42](Cl)=[O:43])[CH3:34]. The catalyst is CC#N. The product is [O:31]=[C:25]1[CH:24]([N:17]2[C:16](=[O:32])[C:15]3[C:19](=[CH:20][CH:21]=[CH:22][C:14]=3[CH2:13][NH:12][C:42]([CH2:41][CH2:40][CH2:39][CH2:38][CH2:37][C:36]([O:35][CH2:33][CH3:34])=[O:45])=[O:43])[C:18]2=[O:23])[CH2:29][CH2:28][C:27](=[O:30])[NH:26]1. The yield is 0.500.